From a dataset of Full USPTO retrosynthesis dataset with 1.9M reactions from patents (1976-2016). Predict the reactants needed to synthesize the given product. (1) Given the product [CH:15]1([C:13]#[C:14][C:7]2[CH:8]=[CH:9][C:4]([C:3]([O:2][CH3:1])=[O:12])=[C:5]([F:11])[CH:6]=2)[CH2:19][CH2:18][CH2:17][CH2:16]1, predict the reactants needed to synthesize it. The reactants are: [CH3:1][O:2][C:3](=[O:12])[C:4]1[CH:9]=[CH:8][C:7](Br)=[CH:6][C:5]=1[F:11].[C:13]([CH:15]1[CH2:19][CH2:18][CH2:17][CH2:16]1)#[CH:14]. (2) Given the product [Br:16][CH2:7][C:6]1[CH:9]=[CH:10][C:3]([CH:2]=[O:1])=[CH:4][CH:5]=1, predict the reactants needed to synthesize it. The reactants are: [OH:1][CH2:2][C:3]1[CH:10]=[CH:9][C:6]([CH:7]=O)=[CH:5][CH:4]=1.C(O)(=O)C.O.[BrH:16]. (3) Given the product [CH:23]1([N:22]2[C:21]3[CH:29]=[CH:30][C:31]([C:33]([OH:35])=[O:34])=[CH:32][C:20]=3[N:19]=[C:18]2[C:13]2[CH:14]=[C:15]3[C:10](=[CH:11][CH:12]=2)[N:9]=[C:44]([C:40]2[S:39][C:38]([CH3:37])=[N:42][C:41]=2[CH3:43])[CH:45]=[CH:16]3)[CH2:24][CH2:25][CH2:26][CH2:27][CH2:28]1, predict the reactants needed to synthesize it. The reactants are: BrC1C=CC(O)=C(C2C=[CH:16][C:15]3[C:10](=[CH:11][CH:12]=[C:13]([C:18]4[N:22]([CH:23]5[CH2:28][CH2:27][CH2:26][CH2:25][CH2:24]5)[C:21]5[CH:29]=[CH:30][C:31]([C:33]([OH:35])=[O:34])=[CH:32][C:20]=5[N:19]=4)[CH:14]=3)[N:9]=2)C=1.[CH3:37][C:38]1[S:39][C:40]([C:44](=O)[CH3:45])=[C:41]([CH3:43])[N:42]=1.[OH-].[K+]. (4) Given the product [O:31]1[CH2:32][CH2:33][N:28]([C:22]([C:19]2[CH:20]=[CH:21][C:16]3[O:15][CH2:14][CH2:13][N:12]4[CH:25]=[C:9]([C:8]5[N:4]([CH2:3][C:2]([F:27])([F:26])[F:1])[N:5]=[CH:6][N:7]=5)[N:10]=[C:11]4[C:17]=3[CH:18]=2)=[O:23])[CH2:29][CH2:30]1, predict the reactants needed to synthesize it. The reactants are: [F:1][C:2]([F:27])([F:26])[CH2:3][N:4]1[C:8]([C:9]2[N:10]=[C:11]3[C:17]4[CH:18]=[C:19]([C:22](O)=[O:23])[CH:20]=[CH:21][C:16]=4[O:15][CH2:14][CH2:13][N:12]3[CH:25]=2)=[N:7][CH:6]=[N:5]1.[NH:28]1[CH2:33][CH2:32][O:31][CH2:30][CH2:29]1. (5) Given the product [CH3:1][O:2][C:3](=[O:29])[C:4]1[CH:9]=[CH:8][C:7]([S:10]([N:13]2[C:21]3[C:16](=[CH:17][CH:18]=[CH:19][CH:20]=3)[C:15]([CH:22]3[CH2:27][CH2:26][O:25][CH2:24][CH2:23]3)=[CH:14]2)(=[O:11])=[O:12])=[CH:6][CH:5]=1, predict the reactants needed to synthesize it. The reactants are: [CH3:1][O:2][C:3](=[O:29])[C:4]1[CH:9]=[CH:8][C:7]([S:10]([N:13]2[C:21]3[C:16](=[CH:17][CH:18]=[CH:19][CH:20]=3)[C:15]([C:22]3(O)[CH2:27][CH2:26][O:25][CH2:24][CH2:23]3)=[CH:14]2)(=[O:12])=[O:11])=[CH:6][CH:5]=1.C([SiH](CC)CC)C.FC(F)(F)C(O)=O.